The task is: Predict which catalyst facilitates the given reaction.. This data is from Catalyst prediction with 721,799 reactions and 888 catalyst types from USPTO. Reactant: [OH:1][C:2]1[CH:7]=[C:6]([O:8][CH3:9])[CH:5]=[C:4]([CH3:10])[C:3]=1[C:11]([C:13]1[CH:18]=[CH:17][C:16]([O:19][CH2:20][C:21]2[N:22]=[C:23]([C:27]3[CH:32]=[CH:31][CH:30]=[CH:29][CH:28]=3)[O:24][C:25]=2[CH3:26])=[CH:15][CH:14]=1)=[O:12].O[C@@H:34]([CH3:39])[C:35]([O:37]C)=[O:36].C1(P(C2C=CC=CC=2)C2C=CC=CC=2)C=CC=CC=1.N(C(OCC)=O)=NC(OCC)=O. Product: [CH3:9][O:8][C:6]1[CH:5]=[C:4]([CH3:10])[C:3]([C:11](=[O:12])[C:13]2[CH:18]=[CH:17][C:16]([O:19][CH2:20][C:21]3[N:22]=[C:23]([C:27]4[CH:28]=[CH:29][CH:30]=[CH:31][CH:32]=4)[O:24][C:25]=3[CH3:26])=[CH:15][CH:14]=2)=[C:2]([CH:7]=1)[O:1][C@H:34]([CH3:39])[C:35]([OH:37])=[O:36]. The catalyst class is: 4.